Dataset: Full USPTO retrosynthesis dataset with 1.9M reactions from patents (1976-2016). Task: Predict the reactants needed to synthesize the given product. (1) Given the product [O:8]=[C:7]1[N:1]([CH2:16][C:17]([O:19][CH3:20])=[O:18])[C:2]2[CH:12]=[CH:11][CH:10]=[CH:9][C:3]=2[NH:4][CH2:5][CH2:6]1, predict the reactants needed to synthesize it. The reactants are: [NH:1]1[C:7](=[O:8])[CH2:6][CH2:5][NH:4][C:3]2[CH:9]=[CH:10][CH:11]=[CH:12][C:2]1=2.[H-].[Na+].Br[CH2:16][C:17]([O:19][CH3:20])=[O:18]. (2) The reactants are: C(#N)C1C(=CC=CC=1)C#N.[Cl-:11].[Al+3:12].[Cl-].[Cl-].N.[CH:16]1[CH:17]=[CH:18][C:19]2[C:20](=[C:22]3[N:54]=[C:53]4[N:55]=[C:46]([C:47]5[CH:48]=[CH:49][CH:50]=[CH:51][C:52]=54)[N:45]=[C:43]4[NH:44][C:36]([C:37]5[CH:38]=[CH:39][CH:40]=[CH:41][C:42]=54)=[N:35][C:33]4=[N:34][C:26]([C:27]5[CH:28]=[CH:29][CH:30]=[CH:31][C:32]=54)=[N:25][C:24]=2[NH:23]3)[CH:21]=1. Given the product [CH:17]1[CH:18]=[C:19]2[C:24]3[N-:23][C:22]([C:20]2=[CH:21][CH:16]=1)=[N:54][C:53]1=[N:55][C:46]([C:47]2[C:52]1=[CH:51][CH:50]=[CH:49][CH:48]=2)=[N:45][C:43]1=[N:44][C:36]([C:37]2[C:42]1=[CH:41][CH:40]=[CH:39][CH:38]=2)=[N:35][C:33]1[N-:34][C:26](=[C:27]2[C:32]=1[CH:31]=[CH:30][CH:29]=[CH:28]2)[N:25]=3.[Al+3:12].[Cl-:11], predict the reactants needed to synthesize it. (3) Given the product [Br:1][C:2]1[CH:7]=[C:6]([CH3:8])[C:5]([O:9][Si:14]([CH:18]([CH3:20])[CH3:19])([CH:15]([CH3:17])[CH3:16])[CH:12]([CH3:13])[CH3:11])=[C:4]([Cl:10])[CH:3]=1, predict the reactants needed to synthesize it. The reactants are: [Br:1][C:2]1[CH:7]=[C:6]([CH3:8])[C:5]([OH:9])=[C:4]([Cl:10])[CH:3]=1.[CH3:11][CH:12]([Si:14](Cl)([CH:18]([CH3:20])[CH3:19])[CH:15]([CH3:17])[CH3:16])[CH3:13].N1C=CN=C1. (4) Given the product [Cl:26][C:8]1[CH:9]=[C:10]2[C:15](=[CH:16][C:7]=1[N:1]1[CH2:6][CH2:5][CH2:4][CH2:3][CH2:2]1)[O:14][CH:13]([C:17]([F:19])([F:20])[F:18])[C:12]([C:21]([O:23][CH2:24][CH3:25])=[O:22])=[CH:11]2, predict the reactants needed to synthesize it. The reactants are: [N:1]1([C:7]2[CH:16]=[C:15]3[C:10]([CH:11]=[C:12]([C:21]([O:23][CH2:24][CH3:25])=[O:22])[CH:13]([C:17]([F:20])([F:19])[F:18])[O:14]3)=[CH:9][CH:8]=2)[CH2:6][CH2:5][CH2:4][CH2:3][CH2:2]1.[Cl:26]Cl. (5) Given the product [Cl:36][C:23]1[C:24]([C:26]2[N:30]3[CH:31]=[CH:32][CH:33]=[C:34]([F:35])[C:29]3=[N:28][CH:27]=2)=[N:25][C:20]([NH:19][C:16]2[CH:17]=[CH:18][C:13]([N:6]3[CH2:7][CH:8]4[O:12][CH:4]([CH2:11][N:10]([CH3:2])[CH2:9]4)[CH2:5]3)=[CH:14][C:15]=2[O:37][CH3:38])=[N:21][CH:22]=1, predict the reactants needed to synthesize it. The reactants are: [Na].[CH2:2]=O.[CH:4]12[O:12][CH:8]([CH2:9][NH:10][CH2:11]1)[CH2:7][N:6]([C:13]1[CH:18]=[CH:17][C:16]([NH:19][C:20]3[N:25]=[C:24]([C:26]4[N:30]5[CH:31]=[CH:32][CH:33]=[C:34]([F:35])[C:29]5=[N:28][CH:27]=4)[C:23]([Cl:36])=[CH:22][N:21]=3)=[C:15]([O:37][CH3:38])[CH:14]=1)[CH2:5]2.N. (6) Given the product [CH:8]([C:6]1[CH:7]=[C:2]([N:16]2[CH2:17][CH2:18][N:13]([CH3:12])[CH2:14][CH2:15]2)[N:3]=[C:4]([NH2:11])[N:5]=1)([CH3:10])[CH3:9], predict the reactants needed to synthesize it. The reactants are: Cl[C:2]1[CH:7]=[C:6]([CH:8]([CH3:10])[CH3:9])[N:5]=[C:4]([NH2:11])[N:3]=1.[CH3:12][N:13]1[CH2:18][CH2:17][NH:16][CH2:15][CH2:14]1. (7) Given the product [CH2:1]([C:5]12[CH2:17][C:16]([CH3:21])([CH2:18][CH2:19][CH3:20])[C:15](=[O:22])[C:14]([CH3:23])=[C:13]1[C:12]1[C:7](=[CH:8][C:9]([OH:24])=[CH:10][CH:11]=1)[CH2:6]2)[CH2:2][CH2:3][CH3:4], predict the reactants needed to synthesize it. The reactants are: [CH2:1]([C:5]12[CH2:17][C:16]([CH3:21])([CH2:18][CH2:19][CH3:20])[C:15](=[O:22])[C:14]([CH3:23])=[C:13]1[C:12]1[C:7](=[CH:8][C:9]([O:24]COC)=[CH:10][CH:11]=1)[CH2:6]2)[CH2:2][CH2:3][CH3:4].Cl. (8) Given the product [CH2:21]([N:11]1[C:12]2[C:7](=[C:6]([OH:35])[C:5]([C:3]([NH:36][CH2:37][CH2:38][C:39]([OH:41])=[O:40])=[O:2])=[N:14][C:13]=2[C:15]2[CH:20]=[N:19][CH:18]=[CH:17][N:16]=2)[CH:8]=[C:9]([C:29]2[CH:30]=[CH:31][CH:32]=[CH:33][CH:34]=2)[C:10]1=[O:28])[C:22]1[CH:27]=[CH:26][CH:25]=[CH:24][CH:23]=1, predict the reactants needed to synthesize it. The reactants are: C[O:2][C:3]([C:5]1[C:6]([OH:35])=[C:7]2[C:12](=[C:13]([C:15]3[CH:20]=[N:19][CH:18]=[CH:17][N:16]=3)[N:14]=1)[N:11]([CH2:21][C:22]1[CH:27]=[CH:26][CH:25]=[CH:24][CH:23]=1)[C:10](=[O:28])[C:9]([C:29]1[CH:34]=[CH:33][CH:32]=[CH:31][CH:30]=1)=[CH:8]2)=O.[NH2:36][CH2:37][CH2:38][C:39]([OH:41])=[O:40].C[O-].[Na+]. (9) Given the product [O:28]=[C:19]1[C:20]2[C:25](=[CH:24][CH:23]=[CH:22][CH:21]=2)[C:26](=[O:27])[N:18]1[CH2:17][C@@H:16]([NH:15][C:12]([C:10]1[N:11]=[C:7]([C:6]2[N:2]([CH3:1])[N:3]=[CH:4][CH:5]=2)[S:8][CH:9]=1)=[O:14])[CH2:29][C:30]1[CH:35]=[CH:34][CH:33]=[C:32]([F:36])[CH:31]=1, predict the reactants needed to synthesize it. The reactants are: [CH3:1][N:2]1[C:6]([C:7]2[S:8][CH:9]=[C:10]([C:12]([OH:14])=O)[N:11]=2)=[CH:5][CH:4]=[N:3]1.[NH2:15][C@@H:16]([CH2:29][C:30]1[CH:35]=[CH:34][CH:33]=[C:32]([F:36])[CH:31]=1)[CH2:17][N:18]1[C:26](=[O:27])[C:25]2[C:20](=[CH:21][CH:22]=[CH:23][CH:24]=2)[C:19]1=[O:28].C(N(CC)C(C)C)(C)C.F[P-](F)(F)(F)(F)F.Br[P+](N1CCCC1)(N1CCCC1)N1CCCC1. (10) Given the product [Cl:1][C:2]1[CH:3]=[C:4]([CH:21]=[CH:22][C:23]=1[Cl:24])[CH2:5][N:6]1[C:19](=[O:20])[N:9]2[CH:10]=[C:11]([C:14]([OH:16])=[O:15])[CH:12]=[CH:13][C:8]2=[N:7]1, predict the reactants needed to synthesize it. The reactants are: [Cl:1][C:2]1[CH:3]=[C:4]([CH:21]=[CH:22][C:23]=1[Cl:24])[CH2:5][N:6]1[C:19](=[O:20])[N:9]2[CH:10]=[C:11]([C:14]([O:16]CC)=[O:15])[CH:12]=[CH:13][C:8]2=[N:7]1.O.[OH-].[Li+].Cl.ClCCl.